Dataset: Catalyst prediction with 721,799 reactions and 888 catalyst types from USPTO. Task: Predict which catalyst facilitates the given reaction. (1) Reactant: Br[CH2:2][C:3]([N:5]1[CH2:10][CH2:9][CH:8]([C:11]2[CH:16]=[C:15]([O:17][CH:18]([CH3:20])[CH3:19])[C:14]([NH:21][C:22]3[N:27]=[C:26]4[NH:28][N:29]=[C:30]([CH3:31])[C:25]4=[C:24]([NH:32][C:33]4[CH:38]=[CH:37][CH:36]=[CH:35][C:34]=4[S:39]([CH:42]([CH3:44])[CH3:43])(=[O:41])=[O:40])[N:23]=3)=[CH:13][C:12]=2[CH3:45])[CH2:7][CH2:6]1)=[O:4].[NH:46]1[CH2:51][CH2:50][CH2:49][CH2:48][CH2:47]1. Product: [CH:18]([O:17][C:15]1[C:14]([NH:21][C:22]2[N:27]=[C:26]3[NH:28][N:29]=[C:30]([CH3:31])[C:25]3=[C:24]([NH:32][C:33]3[CH:38]=[CH:37][CH:36]=[CH:35][C:34]=3[S:39]([CH:42]([CH3:43])[CH3:44])(=[O:41])=[O:40])[N:23]=2)=[CH:13][C:12]([CH3:45])=[C:11]([CH:8]2[CH2:7][CH2:6][N:5]([C:3](=[O:4])[CH2:2][N:46]3[CH2:51][CH2:50][CH2:49][CH2:48][CH2:47]3)[CH2:10][CH2:9]2)[CH:16]=1)([CH3:19])[CH3:20]. The catalyst class is: 3. (2) Reactant: [F:1][C:2]1[C:7]([S:8]([CH3:11])(=[O:10])=[O:9])=[CH:6][CH:5]=[CH:4][C:3]=1[CH:12]1[CH2:17][CH2:16][NH:15][CH2:14][CH2:13]1.C(=O)([O-])[O-].[K+].[K+].Br[CH2:25][CH2:26][CH2:27][CH3:28]. Product: [CH2:25]([N:15]1[CH2:16][CH2:17][CH:12]([C:3]2[CH:4]=[CH:5][CH:6]=[C:7]([S:8]([CH3:11])(=[O:10])=[O:9])[C:2]=2[F:1])[CH2:13][CH2:14]1)[CH2:26][CH2:27][CH3:28]. The catalyst class is: 10. (3) Reactant: C(=O)(O)[O-].[Na+].[Br:6][C:7]1[CH:13]=[CH:12][C:10]([NH2:11])=[C:9]([O:14][CH3:15])[CH:8]=1.Cl[C:17]([O:19][CH2:20][C:21]1[CH:26]=[CH:25][CH:24]=[CH:23][CH:22]=1)=[O:18]. Product: [Br:6][C:7]1[CH:13]=[CH:12][C:10]([NH:11][C:17](=[O:18])[O:19][CH2:20][C:21]2[CH:26]=[CH:25][CH:24]=[CH:23][CH:22]=2)=[C:9]([O:14][CH3:15])[CH:8]=1. The catalyst class is: 127.